From a dataset of Full USPTO retrosynthesis dataset with 1.9M reactions from patents (1976-2016). Predict the reactants needed to synthesize the given product. (1) Given the product [CH3:14][NH:13][C:11]([C:10]1[C:9]2[C:4](=[CH:5][C:6]([OH:15])=[CH:7][CH:8]=2)[N:3]([CH3:17])[C:2]=1[Cl:1])=[O:12], predict the reactants needed to synthesize it. The reactants are: [Cl:1][C:2]1[N:3]([CH3:17])[C:4]2[C:9]([C:10]=1[C:11]([NH:13][CH3:14])=[O:12])=[CH:8][CH:7]=[C:6]([O:15]C)[CH:5]=2.B(Br)(Br)Br.C(Cl)Cl. (2) Given the product [CH3:1][C:2]1[C:6]([C:7]2[CH:8]=[C:9]([C:28]3[N:35]=[CH:37][NH:41][N:30]=3)[C:10]3[NH:11][C:12]4[C:17]([C:18]=3[CH:19]=2)=[CH:16][CH:15]=[C:14]([C:20]([N:22]2[CH2:23][CH2:24][O:25][CH2:26][CH2:27]2)=[O:21])[CH:13]=4)=[C:5]([CH3:31])[O:4][N:3]=1, predict the reactants needed to synthesize it. The reactants are: [CH3:1][C:2]1[C:6]([C:7]2[CH:8]=[C:9]([C:28]([NH2:30])=O)[C:10]3[NH:11][C:12]4[C:17]([C:18]=3[CH:19]=2)=[CH:16][CH:15]=[C:14]([C:20]([N:22]2[CH2:27][CH2:26][O:25][CH2:24][CH2:23]2)=[O:21])[CH:13]=4)=[C:5]([CH3:31])[O:4][N:3]=1.COC(OC)[N:35]([CH3:37])C.O.[NH2:41]N. (3) Given the product [CH2:14]([NH:21][C:6](=[O:7])[C:5]1[CH:9]=[CH:10][C:2]([CH3:1])=[C:3]([N+:11]([O-:13])=[O:12])[CH:4]=1)[C:15]1[CH:20]=[CH:19][CH:18]=[CH:17][CH:16]=1, predict the reactants needed to synthesize it. The reactants are: [CH3:1][C:2]1[CH:10]=[CH:9][C:5]([C:6](Cl)=[O:7])=[CH:4][C:3]=1[N+:11]([O-:13])=[O:12].[CH2:14]([NH2:21])[C:15]1[CH:20]=[CH:19][CH:18]=[CH:17][CH:16]=1.C(N(CC)CC)C. (4) Given the product [Br:1][C:2]1[CH:3]=[C:4]2[C:8](=[CH:9][CH:10]=1)[NH:7][N:6]=[C:5]2[CH:11]=[O:12], predict the reactants needed to synthesize it. The reactants are: [Br:1][C:2]1[CH:3]=[C:4]2[C:8](=[CH:9][CH:10]=1)[NH:7][N:6]=[C:5]2[CH2:11][OH:12].